From a dataset of NCI-60 drug combinations with 297,098 pairs across 59 cell lines. Regression. Given two drug SMILES strings and cell line genomic features, predict the synergy score measuring deviation from expected non-interaction effect. (1) Synergy scores: CSS=32.9, Synergy_ZIP=-14.9, Synergy_Bliss=-12.6, Synergy_Loewe=-13.0, Synergy_HSA=-10.1. Drug 2: C1C(C(OC1N2C=NC(=NC2=O)N)CO)O. Drug 1: C1=NC2=C(N1)C(=S)N=C(N2)N. Cell line: KM12. (2) Drug 1: CN1CCC(CC1)COC2=C(C=C3C(=C2)N=CN=C3NC4=C(C=C(C=C4)Br)F)OC. Synergy scores: CSS=6.36, Synergy_ZIP=-2.39, Synergy_Bliss=-2.10, Synergy_Loewe=-8.18, Synergy_HSA=-6.76. Drug 2: C1CN1P(=S)(N2CC2)N3CC3. Cell line: SK-MEL-5. (3) Drug 1: CC1CCC2CC(C(=CC=CC=CC(CC(C(=O)C(C(C(=CC(C(=O)CC(OC(=O)C3CCCCN3C(=O)C(=O)C1(O2)O)C(C)CC4CCC(C(C4)OC)OCCO)C)C)O)OC)C)C)C)OC. Drug 2: N.N.Cl[Pt+2]Cl. Cell line: DU-145. Synergy scores: CSS=50.3, Synergy_ZIP=-1.08, Synergy_Bliss=-3.49, Synergy_Loewe=-4.96, Synergy_HSA=-2.19. (4) Drug 2: CC1C(C(CC(O1)OC2CC(CC3=C2C(=C4C(=C3O)C(=O)C5=CC=CC=C5C4=O)O)(C(=O)C)O)N)O. Synergy scores: CSS=55.3, Synergy_ZIP=-2.22, Synergy_Bliss=-3.34, Synergy_Loewe=0.503, Synergy_HSA=2.23. Cell line: SN12C. Drug 1: CC1OCC2C(O1)C(C(C(O2)OC3C4COC(=O)C4C(C5=CC6=C(C=C35)OCO6)C7=CC(=C(C(=C7)OC)O)OC)O)O. (5) Drug 1: CCC1(CC2CC(C3=C(CCN(C2)C1)C4=CC=CC=C4N3)(C5=C(C=C6C(=C5)C78CCN9C7C(C=CC9)(C(C(C8N6C=O)(C(=O)OC)O)OC(=O)C)CC)OC)C(=O)OC)O.OS(=O)(=O)O. Drug 2: N.N.Cl[Pt+2]Cl. Cell line: SF-295. Synergy scores: CSS=33.8, Synergy_ZIP=0.274, Synergy_Bliss=1.82, Synergy_Loewe=0.672, Synergy_HSA=1.48. (6) Drug 1: CN(C)N=NC1=C(NC=N1)C(=O)N. Drug 2: CC1=CC=C(C=C1)C2=CC(=NN2C3=CC=C(C=C3)S(=O)(=O)N)C(F)(F)F. Cell line: EKVX. Synergy scores: CSS=3.17, Synergy_ZIP=-1.52, Synergy_Bliss=-0.753, Synergy_Loewe=-6.24, Synergy_HSA=-2.20. (7) Drug 1: C1CN1P(=S)(N2CC2)N3CC3. Drug 2: CCC1(CC2CC(C3=C(CCN(C2)C1)C4=CC=CC=C4N3)(C5=C(C=C6C(=C5)C78CCN9C7C(C=CC9)(C(C(C8N6C)(C(=O)OC)O)OC(=O)C)CC)OC)C(=O)OC)O.OS(=O)(=O)O. Cell line: SNB-75. Synergy scores: CSS=4.98, Synergy_ZIP=-0.701, Synergy_Bliss=2.99, Synergy_Loewe=1.77, Synergy_HSA=1.80.